From a dataset of Reaction yield outcomes from USPTO patents with 853,638 reactions. Predict the reaction yield, written as a fraction of the theoretical maximum amount of product (1.0 means a 100% yield; for example, 0.34 means a 34% yield). (1) The reactants are [F:1][C:2]1[CH:3]=[C:4]([CH:8]([OH:25])[CH2:9][O:10][C:11]2[CH:24]=[CH:23][C:14]([CH:15]=[C:16]3[S:20][C:19](=[O:21])[NH:18][C:17]3=[O:22])=[CH:13][CH:12]=2)[CH:5]=[CH:6][CH:7]=1.N1C=CC=CC=1C1C=CC=CN=1.[BH4-].[Na+].[BH4-]. The catalyst is C1COCC1.O.[Co](Cl)Cl.CC(O)=O. The product is [F:1][C:2]1[CH:3]=[C:4]([CH:8]([OH:25])[CH2:9][O:10][C:11]2[CH:24]=[CH:23][C:14]([CH2:15][CH:16]3[S:20][C:19](=[O:21])[NH:18][C:17]3=[O:22])=[CH:13][CH:12]=2)[CH:5]=[CH:6][CH:7]=1. The yield is 0.720. (2) The yield is 0.880. The catalyst is CO.O. The reactants are C[O:2][C:3]([C:5]1[N:6]=[CH:7][N:8]([CH2:10][CH2:11][N:12]2[C:20]3[C:15](=[CH:16][CH:17]=[CH:18][CH:19]=3)[C@@:14]3([CH2:22][C@@H:21]3[C:23]3[CH:28]=[CH:27][C:26]([Cl:29])=[CH:25][CH:24]=3)[C:13]2=[O:30])[CH:9]=1)=[O:4].COC(C1N=CN(CCN2C3C(=CC=CC=3)[C@]3(C[C@H]3C3C=CC(Cl)=CC=3)C2=O)C=1)=O.O[Li].O. The product is [Cl:29][C:26]1[CH:27]=[CH:28][C:23]([C@H:21]2[C@@:14]3([C:15]4[C:20](=[CH:19][CH:18]=[CH:17][CH:16]=4)[N:12]([CH2:11][CH2:10][N:8]4[CH:9]=[C:5]([C:3]([OH:4])=[O:2])[N:6]=[CH:7]4)[C:13]3=[O:30])[CH2:22]2)=[CH:24][CH:25]=1. (3) The reactants are [S:1](=[O:26])(=[O:25])([O:3][CH2:4][C@@H:5]1[C@@H:12]2[C@@H:8]([O:9][C:10]([CH3:14])([CH3:13])[O:11]2)[C@H:7]([N:15]2[CH:23]=[N:22][C:21]3[C:16]2=[N:17][CH:18]=[N:19][C:20]=3Cl)[O:6]1)[NH2:2].[Na+].[I-:28].FC(F)(F)C(O)=O. The catalyst is CC(=O)CC. The product is [S:1](=[O:26])(=[O:25])([O:3][CH2:4][C@@H:5]1[C@@H:12]2[C@@H:8]([O:9][C:10]([CH3:14])([CH3:13])[O:11]2)[C@H:7]([N:15]2[CH:23]=[N:22][C:21]3[C:16]2=[N:17][CH:18]=[N:19][C:20]=3[I:28])[O:6]1)[NH2:2]. The yield is 0.810. (4) The product is [NH2:12][C:10]1[S:11][CH:2]=[C:3]([C:4]([CH3:7])([CH3:6])[CH3:5])[N:9]=1. The yield is 0.909. The catalyst is C(O)C. The reactants are Br[CH2:2][C:3](=O)[C:4]([CH3:7])([CH3:6])[CH3:5].[NH2:9][C:10]([NH2:12])=[S:11].C(=O)([O-])O.[Na+].